Dataset: Forward reaction prediction with 1.9M reactions from USPTO patents (1976-2016). Task: Predict the product of the given reaction. (1) The product is: [CH3:3][C:4]1[C:12]2[N:11]=[C:10]([CH2:13][CH2:14][CH3:15])[N:9]([CH2:27][C:25]([O:24][CH2:23][CH3:22])=[O:26])[C:8]=2[CH:7]=[C:6]([C:16]2[CH:21]=[CH:20][CH:19]=[CH:18][CH:17]=2)[CH:5]=1. Given the reactants [H-].[Na+].[CH3:3][C:4]1[C:12]2[N:11]=[C:10]([CH2:13][CH2:14][CH3:15])[NH:9][C:8]=2[CH:7]=[C:6]([C:16]2[CH:21]=[CH:20][CH:19]=[CH:18][CH:17]=2)[CH:5]=1.[CH3:22][CH2:23][O:24][C:25]([CH2:27]Br)=[O:26], predict the reaction product. (2) Given the reactants Br[C:2]1[CH:11]=[CH:10][C:9]([O:12][CH3:13])=[C:8]2[C:3]=1[CH2:4][CH2:5][C@H:6]([N:14]1[CH2:18][CH2:17][CH2:16][CH2:15]1)[CH2:7]2.[C:19]1([C:25]([C:27]2[CH:32]=[CH:31][CH:30]=[CH:29][CH:28]=2)=[NH:26])[CH:24]=[CH:23][CH:22]=[CH:21][CH:20]=1.CC(C)([O-])C.[Na+].C(=O)([O-])O.[Na+], predict the reaction product. The product is: [C:27]1([C:25]([C:19]2[CH:20]=[CH:21][CH:22]=[CH:23][CH:24]=2)=[N:26][C:2]2[C:3]3[CH2:4][CH2:5][C@H:6]([N:14]4[CH2:18][CH2:17][CH2:16][CH2:15]4)[CH2:7][C:8]=3[C:9]([O:12][CH3:13])=[CH:10][CH:11]=2)[CH:28]=[CH:29][CH:30]=[CH:31][CH:32]=1.